Dataset: Peptide-MHC class I binding affinity with 185,985 pairs from IEDB/IMGT. Task: Regression. Given a peptide amino acid sequence and an MHC pseudo amino acid sequence, predict their binding affinity value. This is MHC class I binding data. (1) The peptide sequence is FLEESHPGI. The MHC is HLA-A02:01 with pseudo-sequence HLA-A02:01. The binding affinity (normalized) is 0.647. (2) The peptide sequence is SPLTLLIKTL. The MHC is HLA-B07:02 with pseudo-sequence HLA-B07:02. The binding affinity (normalized) is 0.351. (3) The peptide sequence is ATLGPANRI. The MHC is HLA-A02:01 with pseudo-sequence HLA-A02:01. The binding affinity (normalized) is 0.0994. (4) The MHC is HLA-A02:02 with pseudo-sequence HLA-A02:02. The peptide sequence is NIILSKIPY. The binding affinity (normalized) is 0. (5) The peptide sequence is VAAVIIMAI. The binding affinity (normalized) is 0.348. The MHC is HLA-A02:06 with pseudo-sequence HLA-A02:06. (6) The peptide sequence is RFRYCAPPGY. The MHC is Mamu-A01 with pseudo-sequence Mamu-A01. The binding affinity (normalized) is 0.0277. (7) The peptide sequence is VTRFESLK. The MHC is HLA-A03:01 with pseudo-sequence HLA-A03:01. The binding affinity (normalized) is 0.0847.